This data is from Catalyst prediction with 721,799 reactions and 888 catalyst types from USPTO. The task is: Predict which catalyst facilitates the given reaction. (1) Product: [CH3:1][O:2][C:3]1[CH:4]=[C:5]([CH:6]([OH:7])[CH2:13][CH2:14][CH2:15][CH2:16][CH2:17][CH2:18][CH2:19][CH2:20][CH2:21][CH3:22])[CH:8]=[CH:9][C:10]=1[O:11][CH3:12]. The catalyst class is: 165. Reactant: [CH3:1][O:2][C:3]1[CH:4]=[C:5]([CH:8]=[CH:9][C:10]=1[O:11][CH3:12])[CH:6]=[O:7].[CH2:13]([Mg]Br)[CH2:14][CH2:15][CH2:16][CH2:17][CH2:18][CH2:19][CH2:20][CH2:21][CH2:22]CC.C(OCC)(=O)C.CCCCCCC. (2) Reactant: [Li+].[CH3:2]C([N-]C(C)C)C.ClC1C=C(CC#N)C=CC=1Cl.N1C=CC(C=O)=CC=1.[Cl:28][C:29]1[CH:30]=[C:31]([CH:36]([CH:39]([OH:46])[C:40]2[CH:45]=[CH:44][N:43]=[CH:42][CH:41]=2)[C:37]#[N:38])[CH:32]=[CH:33][C:34]=1[Cl:35].B.C1COCC1.C(Cl)Cl.C(OC(OC(C)(C)C)=O)(OC(C)(C)C)=O. Product: [Cl:28][C:29]1[CH:30]=[C:31]([CH:36]([CH2:37][NH:38][CH3:2])[CH:39]([C:40]2[CH:41]=[CH:42][N:43]=[CH:44][CH:45]=2)[OH:46])[CH:32]=[CH:33][C:34]=1[Cl:35]. The catalyst class is: 1. (3) Reactant: [C:1]([O:5][C:6](=[O:14])[NH:7][CH2:8][CH:9]1[CH2:12][CH:11]([OH:13])[CH2:10]1)([CH3:4])([CH3:3])[CH3:2].[N+:15]([C:18]1[CH:26]=[CH:25][C:21]([C:22](O)=[O:23])=[CH:20][CH:19]=1)([O-:17])=[O:16].C1(P(C2C=CC=CC=2)C2C=CC=CC=2)C=CC=CC=1.CC(OC(/N=N/C(OC(C)C)=O)=O)C. Product: [C:1]([O:5][C:6]([NH:7][CH2:8][CH:9]1[CH2:10][CH:11]([O:13][C:22](=[O:23])[C:21]2[CH:20]=[CH:19][C:18]([N+:15]([O-:17])=[O:16])=[CH:26][CH:25]=2)[CH2:12]1)=[O:14])([CH3:4])([CH3:2])[CH3:3]. The catalyst class is: 1. (4) Reactant: [C:1]([O:5][C:6]([N:8]1[CH2:12][CH2:11][CH2:10][CH:9]1[CH2:13][CH2:14]Br)=[O:7])([CH3:4])([CH3:3])[CH3:2].CN(P(N(C)C)(N(C)C)=O)C.[Li]CCCC.[N+:32]([CH2:35][C:36]1[CH:41]=[CH:40][CH:39]=[CH:38][CH:37]=1)([O-:34])=[O:33]. Product: [C:1]([O:5][C:6]([N:8]1[CH2:12][CH2:11][CH2:10][CH:9]1[CH2:13][CH2:14][CH:35]([N+:32]([O-:34])=[O:33])[C:36]1[CH:41]=[CH:40][CH:39]=[CH:38][CH:37]=1)=[O:7])([CH3:4])([CH3:3])[CH3:2]. The catalyst class is: 7. (5) Reactant: [CH2:1]([O:3][C:4]([C:6]1[O:10][C:9]([C:11]2[CH:16]=[CH:15][C:14]([C:17]([F:20])([F:19])[F:18])=[CH:13][CH:12]=2)=[N:8][C:7]=1[CH3:21])=[O:5])[CH3:2].ClCC1OC(CCC2C=CC(C(F)(F)F)=CC=2)=NC=1C.FC(F)(F)C1C=CC(C(N)=O)=CC=1.ClC(C(C)=O)C([O-])=O.[Br:63]N1C(=O)CCC1=O.N(C(C)(C)C#N)=NC(C)(C)C#N. Product: [CH2:1]([O:3][C:4]([C:6]1[O:10][C:9]([C:11]2[CH:16]=[CH:15][C:14]([C:17]([F:19])([F:20])[F:18])=[CH:13][CH:12]=2)=[N:8][C:7]=1[CH2:21][Br:63])=[O:5])[CH3:2]. The catalyst class is: 717.